Dataset: Catalyst prediction with 721,799 reactions and 888 catalyst types from USPTO. Task: Predict which catalyst facilitates the given reaction. Reactant: [Si:1]([O:8][CH2:9][C:10]1[N:11]([CH3:29])[C:12]2[C:17]([CH:18]=1)=[CH:16][C:15]([CH:19]=[O:20])=[C:14]([NH:21][C:22](=[O:28])[O:23][C:24]([CH3:27])([CH3:26])[CH3:25])[CH:13]=2)([C:4]([CH3:7])([CH3:6])[CH3:5])([CH3:3])[CH3:2].[H-].[Na+].Br[CH2:33][CH2:34][CH:35]=[CH2:36]. Product: [CH2:36]([N:21]([C:14]1[CH:13]=[C:12]2[C:17]([CH:18]=[C:10]([CH2:9][O:8][Si:1]([C:4]([CH3:7])([CH3:6])[CH3:5])([CH3:3])[CH3:2])[N:11]2[CH3:29])=[CH:16][C:15]=1[CH:19]=[O:20])[C:22](=[O:28])[O:23][C:24]([CH3:27])([CH3:26])[CH3:25])[CH2:35][CH:34]=[CH2:33]. The catalyst class is: 6.